Task: Predict the reactants needed to synthesize the given product.. Dataset: Retrosynthesis with 50K atom-mapped reactions and 10 reaction types from USPTO Given the product COc1ccc2c(c1)CC(N(C)CCCNC(=O)Cc1cc(OC)c(OC)cc1[N+](=O)[O-])CC2, predict the reactants needed to synthesize it. The reactants are: COc1cc(CC(=O)O)c([N+](=O)[O-])cc1OC.COc1ccc2c(c1)CC(N(C)CCCN)CC2.